This data is from Forward reaction prediction with 1.9M reactions from USPTO patents (1976-2016). The task is: Predict the product of the given reaction. (1) Given the reactants [N:1]#[C:2]Br.[NH:4]([CH2:6][CH2:7][CH2:8][NH:9][C:10](=[O:16])[O:11][C:12]([CH3:15])([CH3:14])[CH3:13])[NH2:5].C(=O)([O-])[O-].[Na+].[Na+], predict the reaction product. The product is: [C:2]([N:4]([CH2:6][CH2:7][CH2:8][NH:9][C:10](=[O:16])[O:11][C:12]([CH3:13])([CH3:15])[CH3:14])[NH2:5])#[N:1]. (2) Given the reactants [Cl:1][C:2]1[CH:3]=[C:4]([C@@H:8]2[C@@H:13]([C:14]3[CH:19]=[CH:18][C:17]([Cl:20])=[CH:16][CH:15]=3)[N:12]([C@@H:21]([CH2:26][CH3:27])[CH2:22][CH2:23][C:24]#[N:25])[C:11](=[O:28])[C@@H:10]([CH2:29][C:30]([O:32]C(C)(C)C)=[O:31])[CH2:9]2)[CH:5]=[CH:6][CH:7]=1.FC(F)(F)C(O)=O, predict the reaction product. The product is: [Cl:1][C:2]1[CH:3]=[C:4]([C@@H:8]2[C@@H:13]([C:14]3[CH:19]=[CH:18][C:17]([Cl:20])=[CH:16][CH:15]=3)[N:12]([C@@H:21]([CH2:26][CH3:27])[CH2:22][CH2:23][C:24]#[N:25])[C:11](=[O:28])[C@@H:10]([CH2:29][C:30]([OH:32])=[O:31])[CH2:9]2)[CH:5]=[CH:6][CH:7]=1. (3) Given the reactants C(N(CC)C(C)C)(C)C.[N+:10]([C:13]1[CH:14]=[C:15]([C:19]2[CH2:24][CH2:23][CH2:22][CH2:21][C:20]=2[CH2:25]O)[CH:16]=[CH:17][CH:18]=1)([O-:12])=[O:11].CS([Cl:31])(=O)=O.O, predict the reaction product. The product is: [Cl:31][CH2:25][C:20]1[CH2:21][CH2:22][CH2:23][CH2:24][C:19]=1[C:15]1[CH:16]=[CH:17][CH:18]=[C:13]([N+:10]([O-:12])=[O:11])[CH:14]=1. (4) Given the reactants [CH2:1]([N:3]([C:31](=O)[C:32]1[CH:37]=[CH:36][C:35]([OH:38])=[C:34]([F:39])[CH:33]=1)[C:4]1[CH:9]=[C:8]([O:10][CH3:11])[C:7]([O:12][CH3:13])=[CH:6][C:5]=1[CH:14]1[CH2:23][CH2:22][C:21]2[CH:20]=[C:19]([O:24]C(=O)C(C)(C)C)[CH:18]=[CH:17][C:16]=2[CH2:15]1)[CH3:2].Cl[CH2:42][C:43]([N:45]([CH2:47][CH2:48][O:49][CH3:50])[CH3:46])=O, predict the reaction product. The product is: [CH2:1]([N:3]([CH2:31][C:32]1[CH:37]=[CH:36][C:35]([O:38][CH2:42][CH2:43][N:45]([CH2:47][CH2:48][O:49][CH3:50])[CH3:46])=[C:34]([F:39])[CH:33]=1)[C:4]1[CH:9]=[C:8]([O:10][CH3:11])[C:7]([O:12][CH3:13])=[CH:6][C:5]=1[CH:14]1[CH2:15][CH2:16][C:21]2[CH:20]=[C:19]([OH:24])[CH:18]=[CH:17][C:22]=2[CH2:23]1)[CH3:2]. (5) The product is: [CH2:7]([O:9][C@H:10]([C:11]([O:13][CH2:14][CH3:15])=[O:12])[CH2:16][C:17]1[CH:18]=[CH:19][C:20]([O:23][CH2:25][CH2:26][N:27]2[C:36]3[C:31](=[CH:32][C:33]([C:37]([C:39]4[CH:40]=[CH:41][C:42]([C:43]([O:45][CH2:46][CH3:47])=[O:44])=[CH:48][CH:49]=4)=[O:38])=[CH:34][CH:35]=3)[C:30]([CH3:51])([CH3:50])[CH2:29][CH2:28]2)=[CH:21][CH:22]=1)[CH3:8]. Given the reactants C(=O)([O-])[O-].[K+].[K+].[CH2:7]([O:9][C@@H:10]([CH2:16][C:17]1[CH:22]=[CH:21][C:20]([OH:23])=[CH:19][CH:18]=1)[C:11]([O:13][CH2:14][CH3:15])=[O:12])[CH3:8].Br[CH2:25][CH2:26][N:27]1[C:36]2[C:31](=[CH:32][C:33]([C:37]([C:39]3[CH:49]=[CH:48][C:42]([C:43]([O:45][CH2:46][CH3:47])=[O:44])=[CH:41][CH:40]=3)=[O:38])=[CH:34][CH:35]=2)[C:30]([CH3:51])([CH3:50])[CH2:29][CH2:28]1, predict the reaction product.